This data is from NCI-60 drug combinations with 297,098 pairs across 59 cell lines. The task is: Regression. Given two drug SMILES strings and cell line genomic features, predict the synergy score measuring deviation from expected non-interaction effect. Synergy scores: CSS=0.434, Synergy_ZIP=-5.01, Synergy_Bliss=-10.4, Synergy_Loewe=-7.41, Synergy_HSA=-7.14. Drug 2: C1=NC(=NC(=O)N1C2C(C(C(O2)CO)O)O)N. Cell line: NCIH23. Drug 1: CC1=C(C(CCC1)(C)C)C=CC(=CC=CC(=CC(=O)O)C)C.